Dataset: Full USPTO retrosynthesis dataset with 1.9M reactions from patents (1976-2016). Task: Predict the reactants needed to synthesize the given product. (1) Given the product [CH3:11][N:10]([CH3:12])[C:9](=[O:13])[NH:8][C:7]1[S:6][N:5]=[C:4]([S:14][CH2:15][CH2:16][CH2:17][CH2:18][CH2:19][CH3:20])[C:3]=1[C:1]([NH2:2])=[O:22], predict the reactants needed to synthesize it. The reactants are: [C:1]([C:3]1[C:4]([S:14][CH2:15][CH2:16][CH2:17][CH2:18][CH2:19][CH3:20])=[N:5][S:6][C:7]=1[NH:8][C:9](=[O:13])[N:10]([CH3:12])[CH3:11])#[N:2].S(=O)(=O)(O)[OH:22]. (2) Given the product [Cl:1][C:2]1[CH:20]=[C:19]([O:21][CH2:22][CH2:23][CH2:24][CH2:25][CH3:26])[CH:18]=[CH:17][C:3]=1[CH2:4][N:5]1[C:9]2[CH:10]=[C:11]([O:15][CH2:28][C:29]3[CH:30]=[C:31]([CH:36]=[CH:37][CH:38]=3)[C:32]([O:34][CH3:35])=[O:33])[CH:12]=[C:13]([CH3:14])[C:8]=2[N:7]=[C:6]1[CH3:16], predict the reactants needed to synthesize it. The reactants are: [Cl:1][C:2]1[CH:20]=[C:19]([O:21][CH2:22][CH2:23][CH2:24][CH2:25][CH3:26])[CH:18]=[CH:17][C:3]=1[CH2:4][N:5]1[C:9]2[CH:10]=[C:11]([OH:15])[CH:12]=[C:13]([CH3:14])[C:8]=2[N:7]=[C:6]1[CH3:16].Br[CH2:28][C:29]1[CH:30]=[C:31]([CH:36]=[CH:37][CH:38]=1)[C:32]([O:34][CH3:35])=[O:33]. (3) Given the product [Cl:10][C:3]1[CH:4]=[C:5]([CH:6]=[CH:7][C:2]=1[Cl:1])[CH2:8][N:13]1[CH2:14][CH:15]([CH3:18])[NH:16][CH2:17][CH:12]1[CH3:11], predict the reactants needed to synthesize it. The reactants are: [Cl:1][C:2]1[CH:7]=[CH:6][C:5]([CH2:8]Cl)=[CH:4][C:3]=1[Cl:10].[CH3:11][CH:12]1[CH2:17][NH:16][CH:15]([CH3:18])[CH2:14][NH:13]1.CCOC(C)=O.C(=O)([O-])[O-].[Na+].[Na+]. (4) Given the product [Cl:30][C:27]1[CH:26]=[CH:25][C:24]([C:20]2[CH:21]=[C:22]([F:23])[C:17]([C:16]#[C:15][C:12]3[CH:11]=[CH:10][C:9]([O:8][CH2:7][CH2:6][N:31]4[CH2:35][CH2:34][CH2:33][C@H:32]4[C:36]4([OH:39])[CH2:38][CH2:37]4)=[CH:14][CH:13]=3)=[N:18][CH:19]=2)=[CH:29][CH:28]=1, predict the reactants needed to synthesize it. The reactants are: CS(O[CH2:6][CH2:7][O:8][C:9]1[CH:14]=[CH:13][C:12]([C:15]#[C:16][C:17]2[C:22]([F:23])=[CH:21][C:20]([C:24]3[CH:29]=[CH:28][C:27]([Cl:30])=[CH:26][CH:25]=3)=[CH:19][N:18]=2)=[CH:11][CH:10]=1)(=O)=O.[NH:31]1[CH2:35][CH2:34][CH2:33][C@H:32]1[C:36]1([OH:39])[CH2:38][CH2:37]1. (5) Given the product [O:14]1[C:6]2[CH:5]=[CH:4][C:9]([C:10]3[N:2]=[CH:1][N:35]([CH2:15][C:16]4[CH:17]=[CH:18][CH:19]=[CH:20][CH:21]=4)[CH:28]=3)=[CH:8][C:7]=2[O:12][CH2:13]1, predict the reactants needed to synthesize it. The reactants are: [C-:1]#[N:2].[Na+].[CH:4]1[C:9]([CH:10]=O)=[CH:8][C:7]2[O:12][CH2:13][O:14][C:6]=2[CH:5]=1.[CH3:15][C:16]1[CH:21]=[CH:20][C:19](S(C[N+]#[C-])(=O)=O)=[CH:18][CH:17]=1.[CH2:28]([NH2:35])C1C=CC=CC=1. (6) Given the product [C:20]([C:22]1[CH:27]=[CH:26][C:25]([C:2]2[O:6][C:5]([C:7]3[CH:8]=[CH:9][C:10]([C:13]#[N:14])=[N:11][CH:12]=3)=[CH:4][CH:3]=2)=[CH:24][CH:23]=1)#[N:21], predict the reactants needed to synthesize it. The reactants are: Br[C:2]1[O:6][C:5]([C:7]2[CH:8]=[CH:9][C:10]([C:13]#[N:14])=[N:11][CH:12]=2)=[CH:4][CH:3]=1.C([O-])(O)=O.[Na+].[C:20]([C:22]1[CH:27]=[CH:26][C:25](B(O)O)=[CH:24][CH:23]=1)#[N:21]. (7) Given the product [CH3:15][S:16]([O:1][CH:2]1[CH2:6][CH2:5][N:4]([CH3:7])[CH2:3]1)(=[O:18])=[O:17], predict the reactants needed to synthesize it. The reactants are: [OH:1][CH:2]1[CH2:6][CH2:5][N:4]([CH3:7])[CH2:3]1.CCN(CC)CC.[CH3:15][S:16](Cl)(=[O:18])=[O:17].